From a dataset of Catalyst prediction with 721,799 reactions and 888 catalyst types from USPTO. Predict which catalyst facilitates the given reaction. (1) Reactant: [NH2:1][C:2]1[C:11]([O:12][C@@H:13]([C:20]2[CH:25]=[CH:24][CH:23]=[CH:22][CH:21]=2)[CH2:14][N:15]2[CH:19]=[CH:18][N:17]=[CH:16]2)=[CH:10][CH:9]=[C:8]2[C:3]=1[CH2:4][CH2:5][CH2:6][C:7]2=[O:26].N1C=CC=CC=1.[C:33]1([S:39](Cl)(=[O:41])=[O:40])[CH:38]=[CH:37][CH:36]=[CH:35][CH:34]=1. Product: [N:15]1([CH2:14][C@H:13]([C:20]2[CH:25]=[CH:24][CH:23]=[CH:22][CH:21]=2)[O:12][C:11]2[CH:10]=[CH:9][C:8]3[C:7](=[O:26])[CH2:6][CH2:5][CH2:4][C:3]=3[C:2]=2[NH:1][S:39]([C:33]2[CH:38]=[CH:37][CH:36]=[CH:35][CH:34]=2)(=[O:41])=[O:40])[CH:19]=[CH:18][N:17]=[CH:16]1. The catalyst class is: 2. (2) Reactant: [H-].[Na+].[OH:3][C:4]1[C:13]2[C:8](=[CH:9][CH:10]=[CH:11][CH:12]=2)[C:7]([CH:14]=[O:15])=[CH:6][CH:5]=1.Br[CH2:17][C:18]1[CH:23]=[CH:22][CH:21]=[CH:20][CH:19]=1.Cl. Product: [CH2:17]([O:3][C:4]1[C:13]2[C:8](=[CH:9][CH:10]=[CH:11][CH:12]=2)[C:7]([CH:14]=[O:15])=[CH:6][CH:5]=1)[C:18]1[CH:23]=[CH:22][CH:21]=[CH:20][CH:19]=1. The catalyst class is: 9. (3) Reactant: [NH:1]1[C:9]2[C:4](=[CH:5][CH:6]=[CH:7][CH:8]=2)[C:3]2([CH2:14][CH2:13][CH2:12][CH2:11][CH2:10]2)[C:2]1=[O:15].C([O-])(=O)C.[Na+].[Br:21]Br. Product: [Br:21][C:6]1[CH:5]=[C:4]2[C:9](=[CH:8][CH:7]=1)[NH:1][C:2](=[O:15])[C:3]12[CH2:14][CH2:13][CH2:12][CH2:11][CH2:10]1. The catalyst class is: 15. (4) Reactant: Br[C:2]1[C:25]([F:26])=[CH:24][C:5]2[O:6][C:7]([C:16]3[CH:21]=[CH:20][C:19]([Cl:22])=[CH:18][C:17]=3[Cl:23])([C:9]3[CH:14]=[CH:13][CH:12]=[CH:11][C:10]=3[F:15])[O:8][C:4]=2[CH:3]=1.C([Li])CCC.[N:32]1([C:38](Cl)=[O:39])[CH2:37][CH2:36][O:35][CH2:34][CH2:33]1.C(=O)(O)[O-].[Na+]. Product: [Cl:23][C:17]1[CH:18]=[C:19]([Cl:22])[CH:20]=[CH:21][C:16]=1[C:7]1([C:9]2[CH:14]=[CH:13][CH:12]=[CH:11][C:10]=2[F:15])[O:6][C:5]2[CH:24]=[C:25]([F:26])[C:2]([C:38]([N:32]3[CH2:37][CH2:36][O:35][CH2:34][CH2:33]3)=[O:39])=[CH:3][C:4]=2[O:8]1. The catalyst class is: 27. (5) Reactant: [H-].[Na+].[Br:3][C:4]1[C:16](=[O:17])[NH:15][C:7]2[N:8]=[C:9]([S:13][CH3:14])[N:10]=[C:11]([CH3:12])[C:6]=2[CH:5]=1.[CH3:18][O:19][C:20]1[CH:27]=[CH:26][C:23]([CH2:24]Cl)=[CH:22][CH:21]=1. Product: [CH3:18][O:19][C:20]1[CH:27]=[CH:26][C:23]([CH2:24][N:15]2[C:7]3[N:8]=[C:9]([S:13][CH3:14])[N:10]=[C:11]([CH3:12])[C:6]=3[CH:5]=[C:4]([Br:3])[C:16]2=[O:17])=[CH:22][CH:21]=1. The catalyst class is: 3. (6) Reactant: O1C2C=CC=CC=2N=C1.NC1C=CC=CC=1.C(OC(=O)[NH:23][CH:24]1[CH2:29][CH2:28][N:27]([S:30]([C:33]2[C:41]3[O:40]C(C(C)(C)C)=[N:38][C:37]=3[CH:36]=[CH:35][C:34]=2[Cl:46])(=[O:32])=[O:31])[CH2:26][CH2:25]1)(C)(C)C.OS(O)(=O)=O. Product: [NH2:38][C:37]1[C:41]([OH:40])=[C:33]([S:30]([N:27]2[CH2:26][CH2:25][CH:24]([NH2:23])[CH2:29][CH2:28]2)(=[O:32])=[O:31])[C:34]([Cl:46])=[CH:35][CH:36]=1. The catalyst class is: 38. (7) Reactant: [NH2:1][C@H:2]([C:5]1[N:14]([C@@H:15]2[CH2:17][C@@H:16]2[F:18])[C:13](=[O:19])[C:12]2[C:7](=[CH:8][CH:9]=[CH:10][C:11]=2[Cl:20])[N:6]=1)[CH2:3][CH3:4].Cl[C:22]1[N:27]=[CH:26][N:25]=[C:24]([NH2:28])[C:23]=1[C:29]1[O:33][N:32]=[C:31]([CH3:34])[N:30]=1.CCN(C(C)C)C(C)C.CCOC(C)=O. Product: [NH2:28][C:24]1[N:25]=[CH:26][N:27]=[C:22]([NH:1][C@H:2]([C:5]2[N:14]([C@H:15]3[CH2:17][C@@H:16]3[F:18])[C:13](=[O:19])[C:12]3[C:7](=[CH:8][CH:9]=[CH:10][C:11]=3[Cl:20])[N:6]=2)[CH2:3][CH3:4])[C:23]=1[C:29]1[O:33][N:32]=[C:31]([CH3:34])[N:30]=1. The catalyst class is: 114. (8) The catalyst class is: 115. Reactant: [CH2:1]([O:8][NH:9][C@H:10]1[CH2:15][N:14]([C:16]([O:18][C:19]([CH3:22])([CH3:21])[CH3:20])=[O:17])[C@H:13]([C:23]([OH:25])=[O:24])[CH2:12][CH2:11]1)[C:2]1[CH:7]=[CH:6][CH:5]=[CH:4][CH:3]=1.[CH2:26](I)[CH3:27].C(N(C(C)C)CC)(C)C. Product: [CH2:1]([O:8][NH:9][C@H:10]1[CH2:15][N:14]([C:16]([O:18][C:19]([CH3:21])([CH3:22])[CH3:20])=[O:17])[C@H:13]([C:23]([O:25][CH2:26][CH3:27])=[O:24])[CH2:12][CH2:11]1)[C:2]1[CH:3]=[CH:4][CH:5]=[CH:6][CH:7]=1. (9) The catalyst class is: 7. Product: [CH3:3][O:4][C:5]1[CH:6]=[C:7]2[C:12](=[CH:13][C:14]=1[O:15][CH3:16])[N:11]=[CH:10][N:9]=[C:8]2[N:17]1[CH2:22][CH2:21][C:20]2[NH:23][N:24]=[C:25]([CH2:26][OH:27])[C:19]=2[CH2:18]1. Reactant: [AlH4-].[Li+].[CH3:3][O:4][C:5]1[CH:6]=[C:7]2[C:12](=[CH:13][C:14]=1[O:15][CH3:16])[N:11]=[CH:10][N:9]=[C:8]2[N:17]1[CH2:22][CH2:21][C:20]2[NH:23][N:24]=[C:25]([C:26](OCC)=[O:27])[C:19]=2[CH2:18]1.CO.ClCCl.O.